Dataset: Forward reaction prediction with 1.9M reactions from USPTO patents (1976-2016). Task: Predict the product of the given reaction. (1) Given the reactants [Cl:1][C:2]1[CH:7]=[CH:6][C:5]([C:8]([F:11])([F:10])[F:9])=[CH:4][C:3]=1[OH:12].[CH3:13][CH:14]1[CH:19](O)[CH2:18][CH2:17][N:16]([C:21]2[N:22]=[N:23][CH:24]=[CH:25][N:26]=2)[CH2:15]1, predict the reaction product. The product is: [Cl:1][C:2]1[CH:7]=[CH:6][C:5]([C:8]([F:10])([F:11])[F:9])=[CH:4][C:3]=1[O:12][CH:19]1[CH2:18][CH2:17][N:16]([C:21]2[N:22]=[N:23][CH:24]=[CH:25][N:26]=2)[CH2:15][CH:14]1[CH3:13]. (2) The product is: [CH2:6]([O:8][C:9]([C:10]1[CH:4]=[C:3]([C:2](=[O:5])[CH3:1])[NH:12][N:11]=1)=[O:13])[CH3:7]. Given the reactants [CH3:1][C:2](=[O:5])[C:3]#[CH:4].[CH2:6]([O:8][C:9](=[O:13])[CH:10]=[N+:11]=[N-:12])[CH3:7], predict the reaction product. (3) Given the reactants [NH2:1][C@H:2]([CH2:6][CH:7]1[CH2:9][CH2:8]1)[C:3]([OH:5])=[O:4].[OH-].[Na+].[C:12]([O:16][C:17](O[C:17]([O:16][C:12]([CH3:15])([CH3:14])[CH3:13])=[O:18])=[O:18])([CH3:15])([CH3:14])[CH3:13].Cl, predict the reaction product. The product is: [C:12]([O:16][C:17]([NH:1][C@H:2]([CH2:6][CH:7]1[CH2:9][CH2:8]1)[C:3]([OH:5])=[O:4])=[O:18])([CH3:15])([CH3:14])[CH3:13].